From a dataset of Experimentally validated miRNA-target interactions with 360,000+ pairs, plus equal number of negative samples. Binary Classification. Given a miRNA mature sequence and a target amino acid sequence, predict their likelihood of interaction. (1) The miRNA is rno-miR-350 with sequence UUCACAAAGCCCAUACACUUUCAC. The protein sequence of the target gene is MAGAAEDVRVLFGAAVRAALEAWPALQIAVENGFGGVHSQEKAEWLGGAVEDYFIANADLELEEIEDFLGELMTTEFDTVVEDGSLPQVSQQLQTMFHHFQKGDGAALQEMTSQINQKKCKVTATPLMTAKETDVAEDDVDSVEEMEVTATNDGATTDEVCPQPQPSDPDTQTIKEEDIVEDGWTIVRRKK. Result: 0 (no interaction). (2) The miRNA is hsa-miR-3690 with sequence ACCUGGACCCAGCGUAGACAAAG. The protein sequence of the target gene is MAGRSVRVPRRGSAGTQSRGQLAAGRDLLAREQEYKRLNEELEAKTADLVRQAEEVIREQQEVRARPFSALTTSCKEEGGSSSRDLLSSEGTHPWTETKPKTKNTGPVNKIQNRLHSADKERKTNSSAKLKYPDAQTANDVAIPDDFSDFSLAKTISRIEGQLDEDGLPECAEDDSFCGVSKDIGTEAQIRFLKAKLHVMQEELDSVVCECSKKEDKIQDLKSKVKNLEEDCVRQQRTVTSQQSQIEKYKNLFEEANKKCDELQQQLSSVERELESKRRLQKQAASSQSATEVRLNRALE.... Result: 0 (no interaction). (3) The miRNA is hsa-miR-5572 with sequence GUUGGGGUGCAGGGGUCUGCU. The protein sequence of the target gene is MTTAARPTFEPARGGRGKGEGDLSQLSKQYSSRDLPSHTKIKYRQTTQDAPEEVRNRDFRRELEERERAAAREKNRDRPTREHTTSSSVSKKPRLDQIPAANLDADDPLTDEEDEDFEEESDDDDTAALLAELEKIKKERAEEQARKEQEQKAEEERIRMENILSGNPLLNLTGPSQPQANFKVKRRWDDDVVFKNCAKGVDDQKKDKRFVNDTLRSEFHKKFMEKYIK. Result: 0 (no interaction). (4) The miRNA is mmu-miR-6999-5p with sequence AAGGAAGGAGAGUCAGCAAGCAC. The protein sequence of the target gene is MTERPPSEAARSDPQLEGQDAAEARMAPPHLVLLNGVAKETSRAAPAEPPVIELGARSGAGGGPASGGGAARDLKGRDAVAAEARLRVPTTELCRPPGPAPAPAPASAPAELPGDGRMVQLSPPALAAPAGPGRALLYSLSQPLASLGSGFFGEPDAFPMFTNNNRVKRRPSPYEMEISDGPHTKVVRRIFTNSRERWRQQNVNGAFAELRKLIPTHPPDKKLSKNEILRLAMKYINFLAKLLNDQEEEGTQRAKPGKDPVVGAGGGGAGGGIPPEDLLQDVLSPNSSCGSSLDGAASPD.... Result: 0 (no interaction). (5) The miRNA is hsa-miR-93-5p with sequence CAAAGUGCUGUUCGUGCAGGUAG. The protein sequence of the target gene is MKTLFEEIKASIKNNYNQDRSFCRPVLPWGGVFTIKAGRKAVSCTPLYVEIRLKNTCTIDGFLMLLYVILNENENFPRELSLHFGREFVDCFLYLMDTYSFTTVKLLWIWDKMEKQQYKSEVHKASLIIDLFGNEHDNFTKNLENLMSTIQESYCSNWRCPTRVQEDQQRTININPPQEIPHGNLIRLAVNELFCSKIELCEEHGCGGLREFSQRIFCHGAPPFVVLNMQHWKSEDLAYVPYYLDLSDHKYLLEGATLFNKEEHHYSAAFQIGGHWMHYDGLRNVNLILLNKPPEFLLLS.... Result: 1 (interaction).